From a dataset of Reaction yield outcomes from USPTO patents with 853,638 reactions. Predict the reaction yield, written as a fraction of the theoretical maximum amount of product (1.0 means a 100% yield; for example, 0.34 means a 34% yield). (1) The reactants are [CH2:1]([S:3]([C:6]1[CH:7]=[C:8]([C:12]2[CH:20]=[C:19]([C:21]([O:23]C)=[O:22])[C:18]([CH3:25])=[C:17]3[C:13]=2[C:14]2[CH:29]=[C:28]([CH3:30])[CH:27]=[N:26][C:15]=2[NH:16]3)[CH:9]=[CH:10][CH:11]=1)(=[O:5])=[O:4])[CH3:2].[OH-].[Na+].O1CCCC1.Cl. The catalyst is O.CN(C)C(=O)C. The product is [CH2:1]([S:3]([C:6]1[CH:7]=[C:8]([C:12]2[CH:20]=[C:19]([C:21]([OH:23])=[O:22])[C:18]([CH3:25])=[C:17]3[C:13]=2[C:14]2[CH:29]=[C:28]([CH3:30])[CH:27]=[N:26][C:15]=2[NH:16]3)[CH:9]=[CH:10][CH:11]=1)(=[O:5])=[O:4])[CH3:2]. The yield is 1.10. (2) The product is [OH:31][C@@:24]1([C:22]#[C:23][C:2]2[CH:7]=[CH:6][N:5]=[C:4]([N:8]3[C:16]4[CH2:15][C@:14]5([CH3:18])[CH2:17][C@@H:13]5[CH2:12][C:11]=4[C:10]([C:19]([NH2:21])=[O:20])=[N:9]3)[CH:3]=2)[CH2:28][CH2:27][N:26]([CH3:29])[C:25]1=[O:30]. No catalyst specified. The yield is 0.140. The reactants are I[C:2]1[CH:7]=[CH:6][N:5]=[C:4]([N:8]2[C:16]3[CH2:15][C@:14]4([CH3:18])[CH2:17][C@@H:13]4[CH2:12][C:11]=3[C:10]([C:19]([NH2:21])=[O:20])=[N:9]2)[CH:3]=1.[C:22]([C@:24]1([OH:31])[CH2:28][CH2:27][N:26]([CH3:29])[C:25]1=[O:30])#[CH:23]. (3) The reactants are ClCCl.[Cl:4][C:5]1[C:6]([CH:13]([S:22][C:23]2[CH:28]=[CH:27][C:26]([Cl:29])=[CH:25][CH:24]=2)[C:14]2[CH:19]=[C:18]([F:20])[CH:17]=[CH:16][C:15]=2[F:21])=[CH:7][C:8]([CH2:11]O)=[N:9][CH:10]=1.C(Br)(Br)(Br)[Br:31].C1(P(C2C=CC=CC=2)C2C=CC=CC=2)C=CC=CC=1. The catalyst is CCCCCC. The product is [Br:31][CH2:11][C:8]1[CH:7]=[C:6]([CH:13]([S:22][C:23]2[CH:28]=[CH:27][C:26]([Cl:29])=[CH:25][CH:24]=2)[C:14]2[CH:19]=[C:18]([F:20])[CH:17]=[CH:16][C:15]=2[F:21])[C:5]([Cl:4])=[CH:10][N:9]=1. The yield is 0.770. (4) The reactants are [CH3:1][C:2]1[N:3]([S:18]([C:21]2[CH:22]=[N:23][CH:24]=[CH:25][CH:26]=2)(=[O:20])=[O:19])[C:4]([C:12]2[CH:17]=[CH:16][CH:15]=[CH:14][CH:13]=2)=[CH:5][C:6]=1[C:7](OCC)=[O:8].[H-].C([Al+]CC(C)C)C(C)C.O.C(OCC)(=O)C. The catalyst is O1CCCC1.C1(C)C=CC=CC=1. The product is [CH3:1][C:2]1[N:3]([S:18]([C:21]2[CH:22]=[N:23][CH:24]=[CH:25][CH:26]=2)(=[O:19])=[O:20])[C:4]([C:12]2[CH:13]=[CH:14][CH:15]=[CH:16][CH:17]=2)=[CH:5][C:6]=1[CH:7]=[O:8]. The yield is 0.270. (5) The reactants are N1C(N)=C2C(N=CN2)=NC=1.[CH:11]1[N:16]=[C:15]([NH2:17])[C:14]2[N:18]=[CH:19][N:20]([CH2:21][CH2:22][O:23]CP(O)(O)=O)[C:13]=2[N:12]=1.CC(C)[O-].[Mg+2].CC(C)[O-].C1(=O)OCCO1. The catalyst is CN(C=O)C.[OH-].[Na+].C1(C)C=CC=CC=1. The product is [OH:23][CH2:22][CH2:21][N:20]1[CH:19]=[N:18][C:14]2[C:13]1=[N:12][CH:11]=[N:16][C:15]=2[NH2:17]. The yield is 0.900. (6) The reactants are [Cl-].O[NH3+:3].[C:4](=[O:7])([O-])[OH:5].[Na+].CS(C)=O.[Si]([O:20][CH:21]([C:52](C)(C)C)[CH2:22][N:23]1[C:28](=[O:29])[C:27]([CH2:30][C:31]2[CH:36]=[CH:35][C:34]([C:37]3[C:38]([C:43]#[N:44])=[CH:39][CH:40]=[CH:41][CH:42]=3)=[CH:33][CH:32]=2)=[C:26]([CH2:45][CH2:46][CH3:47])[N:25]2[N:48]=[C:49]([CH3:51])[N:50]=[C:24]12)(C(C)(C)C)(C)C. The catalyst is O.C(OCC)(=O)C. The product is [OH:20][CH:21]([CH3:52])[CH2:22][N:23]1[C:28](=[O:29])[C:27]([CH2:30][C:31]2[CH:36]=[CH:35][C:34]([C:37]3[CH:42]=[CH:41][CH:40]=[CH:39][C:38]=3[C:43]3[NH:3][C:4](=[O:7])[O:5][N:44]=3)=[CH:33][CH:32]=2)=[C:26]([CH2:45][CH2:46][CH3:47])[N:25]2[N:48]=[C:49]([CH3:51])[N:50]=[C:24]12. The yield is 0.720. (7) The reactants are [CH3:1][C:2]1[O:6][N:5]=[C:4]([C:7]2[CH:12]=[CH:11][CH:10]=[CH:9][CH:8]=2)[C:3]=1[CH2:13][O:14][C:15]1[CH:23]=[CH:22][C:18]([C:19]([OH:21])=O)=[CH:17][N:16]=1.[CH3:24][C:25]1([CH3:31])[CH2:30][O:29][CH2:28][CH2:27][NH:26]1. No catalyst specified. The product is [CH3:24][C:25]1([CH3:31])[CH2:30][O:29][CH2:28][CH2:27][N:26]1[C:19]([C:18]1[CH:17]=[N:16][C:15]([O:14][CH2:13][C:3]2[C:4]([C:7]3[CH:8]=[CH:9][CH:10]=[CH:11][CH:12]=3)=[N:5][O:6][C:2]=2[CH3:1])=[CH:23][CH:22]=1)=[O:21]. The yield is 0.250. (8) The reactants are [Cl:1][C:2]1[C:11]2[C:6](=[CH:7][CH:8]=[CH:9][C:10]=2[O:12][CH:13]2[CH2:18][CH2:17][N:16]([CH3:19])[CH2:15][CH2:14]2)[N:5]=[CH:4][N:3]=1.[NH2:20][C:21]1[CH:22]=[CH:23][C:24]2[S:28][N:27]=[C:26]([CH3:29])[C:25]=2[CH:30]=1. The catalyst is CC(O)C. The product is [ClH:1].[CH3:29][C:26]1[C:25]2[CH:30]=[C:21]([NH:20][C:2]3[C:11]4[C:6](=[CH:7][CH:8]=[CH:9][C:10]=4[O:12][CH:13]4[CH2:18][CH2:17][N:16]([CH3:19])[CH2:15][CH2:14]4)[N:5]=[CH:4][N:3]=3)[CH:22]=[CH:23][C:24]=2[S:28][N:27]=1. The yield is 0.600. (9) The reactants are [CH3:1][O:2][C:3]1[CH:4]=[C:5]2[C:10](=[CH:11][C:12]=1[O:13][CH3:14])[N:9]=[CH:8][N:7]=[C:6]2[O:15][C:16]1[CH:22]=[CH:21][C:19]([NH2:20])=[C:18]([O:23][CH3:24])[CH:17]=1.C(N(CC)CC)C.ClC(Cl)(O[C:36](=[O:42])OC(Cl)(Cl)Cl)Cl.[CH2:44]([N:46]([C:50]1[CH:55]=[CH:54][CH:53]=[C:52]([CH3:56])[CH:51]=1)[CH2:47][CH2:48][NH2:49])[CH3:45]. The catalyst is C(Cl)(Cl)Cl.O. The product is [CH3:1][O:2][C:3]1[CH:4]=[C:5]2[C:10](=[CH:11][C:12]=1[O:13][CH3:14])[N:9]=[CH:8][N:7]=[C:6]2[O:15][C:16]1[CH:22]=[CH:21][C:19]([NH:20][C:36]([NH:49][CH2:48][CH2:47][N:46]([CH2:44][CH3:45])[C:50]2[CH:55]=[CH:54][CH:53]=[C:52]([CH3:56])[CH:51]=2)=[O:42])=[C:18]([O:23][CH3:24])[CH:17]=1. The yield is 0.850.